Dataset: Catalyst prediction with 721,799 reactions and 888 catalyst types from USPTO. Task: Predict which catalyst facilitates the given reaction. (1) Reactant: Cl[C:2]1[N:7]=[C:6]([N:8]2[CH2:12][CH2:11][C:10]([CH:15]([CH3:17])[CH3:16])([C:13]#[N:14])[C:9]2=[O:18])[CH:5]=[CH:4][N:3]=1.[N:19]1([C:25]2[CH:31]=[CH:30][C:28]([NH2:29])=[CH:27][CH:26]=2)[CH2:24][CH2:23][O:22][CH2:21][CH2:20]1.C(O)(=O)C. Product: [CH:15]([C:10]1([C:13]#[N:14])[CH2:11][CH2:12][N:8]([C:6]2[CH:5]=[CH:4][N:3]=[C:2]([NH:29][C:28]3[CH:27]=[CH:26][C:25]([N:19]4[CH2:24][CH2:23][O:22][CH2:21][CH2:20]4)=[CH:31][CH:30]=3)[N:7]=2)[C:9]1=[O:18])([CH3:17])[CH3:16]. The catalyst class is: 51. (2) Reactant: Cl.[CH2:2]([O:9][C:10]1[CH:11]=[C:12]([CH:16]([NH2:24])[C:17]2[C:22]([Cl:23])=[N:21][CH:20]=[CH:19][N:18]=2)[CH:13]=[CH:14][CH:15]=1)[C:3]1[CH:8]=[CH:7][CH:6]=[CH:5][CH:4]=1.C1N=CN([C:30](N2C=NC=C2)=[O:31])C=1.CCN(C(C)C)C(C)C. Product: [CH2:2]([O:9][C:10]1[CH:11]=[C:12]([C:16]2[NH:24][C:30](=[O:31])[N:18]3[CH:19]=[CH:20][N:21]=[C:22]([Cl:23])[C:17]=23)[CH:13]=[CH:14][CH:15]=1)[C:3]1[CH:4]=[CH:5][CH:6]=[CH:7][CH:8]=1. The catalyst class is: 1. (3) Reactant: [ClH:1].[CH3:2][N:3]1[C:17]2([CH2:22][CH2:21][N:20](C(OC(C)(C)C)=O)[CH2:19][CH2:18]2)[C:7]2=[CH:8][CH:9]=[C:10]([C:11](=[O:16])[C:12]([F:15])([F:14])[F:13])[N:6]2[CH2:5][CH2:4]1. Product: [ClH:1].[ClH:1].[F:15][C:12]([F:13])([F:14])[C:11]([C:10]1[N:6]2[CH2:5][CH2:4][N:3]([CH3:2])[C:17]3([CH2:22][CH2:21][NH:20][CH2:19][CH2:18]3)[C:7]2=[CH:8][CH:9]=1)=[O:16]. The catalyst class is: 2. (4) The catalyst class is: 7. Reactant: COP([CH:7]1[C:15]2[C:10](=[CH:11][CH:12]=[CH:13][CH:14]=2)[C:9](=[O:16])[O:8]1)(=O)OC.C(N(CC)CC)C.[F:24][C:25]1[CH:32]=[CH:31][C:30]([CH:33]=O)=[CH:29][C:26]=1[C:27]#[N:28]. Product: [F:24][C:25]1[CH:32]=[CH:31][C:30]([CH:33]=[C:7]2[C:15]3[C:10](=[CH:11][CH:12]=[CH:13][CH:14]=3)[C:9](=[O:16])[O:8]2)=[CH:29][C:26]=1[C:27]#[N:28]. (5) Reactant: [N-:1]=[N+]=[N-].[Na+].[CH3:5][O:6][C:7]1[CH:8]=[C:9]2[C:14](=[CH:15][CH:16]=1)[C:13](=[O:17])[CH2:12][CH2:11][CH2:10]2.C(=O)([O-])[O-].[K+].[K+]. Product: [CH3:5][O:6][C:7]1[CH:16]=[CH:15][C:14]2[C:13](=[O:17])[NH:1][CH2:12][CH2:11][CH2:10][C:9]=2[CH:8]=1. The catalyst class is: 33.